From a dataset of Forward reaction prediction with 1.9M reactions from USPTO patents (1976-2016). Predict the product of the given reaction. (1) Given the reactants [CH:1]([C:3]1[CH:4]=[CH:5][C:6]([CH3:13])=[C:7]([CH:12]=1)[C:8]([O:10][CH3:11])=[O:9])=[O:2].[C:14]([Mg]Br)#[CH:15], predict the reaction product. The product is: [OH:2][CH:1]([C:3]1[CH:4]=[CH:5][C:6]([CH3:13])=[C:7]([CH:12]=1)[C:8]([O:10][CH3:11])=[O:9])[C:14]#[CH:15]. (2) The product is: [CH3:24][C:25]1[CH:30]=[C:29]([CH3:31])[N:28]=[C:27]([N:32]2[CH2:33][CH2:34][N:35]([CH2:12][CH2:13][CH2:14][C:15]3[C:23]4[C:18](=[CH:19][CH:20]=[CH:21][CH:22]=4)[NH:17][CH:16]=3)[CH2:36][CH2:37]2)[N:26]=1. Given the reactants CC1C=CC(S(O[CH2:12][CH2:13][CH2:14][C:15]2[C:23]3[C:18](=[CH:19][CH:20]=[CH:21][CH:22]=3)[NH:17][CH:16]=2)(=O)=O)=CC=1.[CH3:24][C:25]1[CH:30]=[C:29]([CH3:31])[N:28]=[C:27]([N:32]2[CH2:37][CH2:36][NH:35][CH2:34][CH2:33]2)[N:26]=1.C(=O)([O-])[O-].[K+].[K+].[I-].[K+], predict the reaction product. (3) Given the reactants [N:1]1([CH2:6][CH2:7][CH2:8][NH2:9])[CH:5]=[CH:4][N:3]=[CH:2]1.[F:10][C:11]1[C:18]([F:19])=[CH:17][CH:16]=[CH:15][C:12]=1[CH:13]=O.[O:20]([C:22]#[N:23])[K].Cl.N1C=CC=CC=1.[N+:31]([CH2:33][CH2:34][C:35]1[C:43]2[C:38](=[CH:39][CH:40]=[CH:41][CH:42]=2)[NH:37][CH:36]=1)#[C-:32], predict the reaction product. The product is: [F:10][C:11]1[C:18]([F:19])=[CH:17][CH:16]=[CH:15][C:12]=1[CH:13]1[N:9]([CH2:8][CH2:7][CH2:6][N:1]2[CH:5]=[CH:4][N:3]=[CH:2]2)[C:22](=[O:20])[NH:23][C:32]1=[N:31][CH2:33][CH2:34][C:35]1[C:43]2[C:38](=[CH:39][CH:40]=[CH:41][CH:42]=2)[NH:37][CH:36]=1. (4) Given the reactants [Br:1][C:2]1[CH:3]=[C:4]2[C:15](=[CH:16][CH:17]=1)[O:14][C:7]1[C:8]([F:13])=[N:9][C:10]([Cl:12])=[CH:11][C:6]=1[C:5]2=[O:18].[CH3:19][Mg]Br.[NH4+].[Cl-].O, predict the reaction product. The product is: [Br:1][C:2]1[CH:3]=[C:4]2[C:15](=[CH:16][CH:17]=1)[O:14][C:7]1[C:8]([F:13])=[N:9][C:10]([Cl:12])=[CH:11][C:6]=1[C:5]2([CH3:19])[OH:18]. (5) Given the reactants CS(O[CH2:6][C:7]1[C:16]([Cl:17])=[C:15]2[C:10]([C:11](=[O:31])[N:12]([CH2:18][C:19]3[CH:24]=[C:23]([Cl:25])[CH:22]=[CH:21][C:20]=3[S:26]([CH2:29][CH3:30])(=[O:28])=[O:27])[CH:13]=[N:14]2)=[CH:9][C:8]=1[C:32]([F:35])([F:34])[F:33])(=O)=O.[NH:36]1[CH2:40][CH2:39][CH2:38][C@@H:37]1[C:41]([NH2:43])=[O:42].C(=O)([O-])[O-].[K+].[K+], predict the reaction product. The product is: [Cl:17][C:16]1[C:7]([CH2:6][N:36]2[CH2:40][CH2:39][CH2:38][C@@H:37]2[C:41]([NH2:43])=[O:42])=[C:8]([C:32]([F:33])([F:34])[F:35])[CH:9]=[C:10]2[C:15]=1[N:14]=[CH:13][N:12]([CH2:18][C:19]1[CH:24]=[C:23]([Cl:25])[CH:22]=[CH:21][C:20]=1[S:26]([CH2:29][CH3:30])(=[O:28])=[O:27])[C:11]2=[O:31]. (6) Given the reactants [C:1]([C:5]1[O:9][N:8]=[C:7]([NH:10][C:11]([NH:13][C:14]2[CH:19]=[CH:18][CH:17]=[C:16]([OH:20])[CH:15]=2)=[O:12])[CH:6]=1)([CH3:4])([CH3:3])[CH3:2].Cl[C:22]1[C:31]2[C:26](=[CH:27][C:28]([O:35][CH2:36][CH3:37])=[C:29]([O:32][CH2:33][CH3:34])[CH:30]=2)[N:25]=[CH:24][N:23]=1.C([O-])([O-])=O.[Cs+].[Cs+], predict the reaction product. The product is: [C:1]([C:5]1[O:9][N:8]=[C:7]([NH:10][C:11]([NH:13][C:14]2[CH:19]=[CH:18][CH:17]=[C:16]([O:20][C:22]3[C:31]4[C:26](=[CH:27][C:28]([O:35][CH2:36][CH3:37])=[C:29]([O:32][CH2:33][CH3:34])[CH:30]=4)[N:25]=[CH:24][N:23]=3)[CH:15]=2)=[O:12])[CH:6]=1)([CH3:4])([CH3:2])[CH3:3]. (7) Given the reactants [C:1]([C:4]1[N:9]=[C:8]([C:10]2[CH:15]=[CH:14][C:13]([C@H:16]3[CH2:21][CH2:20][C@H:19]([CH2:22][C:23]([OH:25])=[O:24])[CH2:18][CH2:17]3)=[CH:12][CH:11]=2)[C:7]([CH3:26])=[N:6][CH:5]=1)(=O)[NH2:2].COC1C=CC(P2(SP(C3C=CC(OC)=CC=3)(=S)S2)=[S:36])=CC=1.CC1C(C(N)=O)=N[C:53]([C:57]2[CH:62]=[CH:62][C:57]([C@H:53]3CC[C@H](CC(NS(C)(=O)=O)=O)CC3)=[CH:58][CH:58]=2)=C(C)N=1, predict the reaction product. The product is: [C:57]([O:25][C:23](=[O:24])[CH2:22][C@H:19]1[CH2:20][CH2:21][C@H:16]([C:13]2[CH:14]=[CH:15][C:10]([C:8]3[C:7]([CH3:26])=[N:6][CH:5]=[C:4]([C:1]([NH2:2])=[S:36])[N:9]=3)=[CH:11][CH:12]=2)[CH2:17][CH2:18]1)([CH3:62])([CH3:58])[CH3:53]. (8) Given the reactants C[N:2](C(ON1N=NC2C=CC=CC1=2)=[N+](C)C)C.[B-](F)(F)(F)F.C(O[C:28]([C@@H:30]1[CH2:34][CH2:33][CH2:32][N:31]1[S:35]([C:38]1[N:42]2[C@:43]([CH3:68])([CH2:55][C:56]3[CH:61]=[CH:60][C:59]([C:62]4[CH:63]=[N:64][CH:65]=[N:66][CH:67]=4)=[CH:58][CH:57]=3)[C:44](=[O:54])[N:45]([C:46]3[CH:51]=[C:50]([Cl:52])[CH:49]=[C:48]([Cl:53])[CH:47]=3)[C:41]2=[N:40][CH:39]=1)(=[O:37])=[O:36])=[O:29])(C)(C)C.C[O:70][C:71](=O)[CH2:72][CH2:73][NH2:74].CCN(C(C)C)C(C)C.Cl, predict the reaction product. The product is: [C:71]([CH2:72][CH2:73][NH:74][C:28]([C@@H:30]1[CH2:34][CH2:33][CH2:32][N:31]1[S:35]([C:38]1[N:42]2[C@:43]([CH3:68])([CH2:55][C:56]3[CH:57]=[CH:58][C:59]([C:62]4[CH:63]=[N:64][CH:65]=[N:66][CH:67]=4)=[CH:60][CH:61]=3)[C:44](=[O:54])[N:45]([C:46]3[CH:51]=[C:50]([Cl:52])[CH:49]=[C:48]([Cl:53])[CH:47]=3)[C:41]2=[N:40][CH:39]=1)(=[O:37])=[O:36])=[O:29])(=[O:70])[NH2:2]. (9) Given the reactants [CH3:1]C(C)([O-])C.[K+].O=[C:8]1[CH2:11][N:10]([C:12]([O:14][C:15]([CH3:18])([CH3:17])[CH3:16])=[O:13])[CH2:9]1.O.C(OCC)(=O)C, predict the reaction product. The product is: [CH2:1]=[C:8]1[CH2:11][N:10]([C:12]([O:14][C:15]([CH3:18])([CH3:17])[CH3:16])=[O:13])[CH2:9]1.